Dataset: Full USPTO retrosynthesis dataset with 1.9M reactions from patents (1976-2016). Task: Predict the reactants needed to synthesize the given product. (1) Given the product [CH2:1]([C:4]1[CH:9]=[CH:8][C:7]([S:10]([NH:20][C:21]2[CH:22]=[C:23]3[C:28](=[CH:29][CH:30]=2)[N:27]=[CH:26][N:25]=[CH:24]3)(=[O:12])=[O:11])=[CH:6][CH:5]=1)[CH2:2][CH3:3], predict the reactants needed to synthesize it. The reactants are: [CH2:1]([C:4]1[CH:9]=[CH:8][C:7]([S:10](Cl)(=[O:12])=[O:11])=[CH:6][CH:5]=1)[CH2:2][CH3:3].N1C=CC=CC=1.[NH2:20][C:21]1[CH:22]=[C:23]2[C:28](=[CH:29][CH:30]=1)[N:27]=[CH:26][N:25]=[CH:24]2.C([O-])(O)=O.[Na+]. (2) Given the product [ClH:31].[O:1]=[C:2]1[NH:7][C:6](=[O:8])[C:5]([C:9]#[N:10])=[CH:4][N:3]1[CH2:11][CH2:12][CH2:13][CH2:14][N:15]1[CH2:20][C@H:19]2[C@:17]([C:21]3[CH:22]=[CH:23][C:24]([C:27]([F:30])([F:29])[F:28])=[CH:25][CH:26]=3)([CH2:18]2)[CH2:16]1, predict the reactants needed to synthesize it. The reactants are: [O:1]=[C:2]1[NH:7][C:6](=[O:8])[C:5]([C:9]#[N:10])=[CH:4][N:3]1[CH2:11][CH2:12][CH2:13][CH2:14][N:15]1[CH2:20][C@H:19]2[C@:17]([C:21]3[CH:26]=[CH:25][C:24]([C:27]([F:30])([F:29])[F:28])=[CH:23][CH:22]=3)([CH2:18]2)[CH2:16]1.[ClH:31]. (3) Given the product [C:13]([O:17][C:18]([N:20]1[CH2:21][CH:22]=[C:23]([C:2]2[S:6][C:5]([C:7]3[N:11]=[CH:10][N:9]([CH3:12])[N:8]=3)=[CH:4][CH:3]=2)[CH2:24][CH2:25]1)=[O:19])([CH3:16])([CH3:14])[CH3:15], predict the reactants needed to synthesize it. The reactants are: Br[C:2]1[S:6][C:5]([C:7]2[N:11]=[CH:10][N:9]([CH3:12])[N:8]=2)=[CH:4][CH:3]=1.[C:13]([O:17][C:18]([N:20]1[CH2:25][CH:24]=[C:23](B2OC(C)(C)C(C)(C)O2)[CH2:22][CH2:21]1)=[O:19])([CH3:16])([CH3:15])[CH3:14].ClCCl.C([O-])([O-])=O.[Na+].[Na+].[O-]S([O-])(=O)=O.[Mg+2]. (4) Given the product [Cl:1][C:2]1[CH:9]=[CH:8][C:5]([CH2:6][NH:7][C:19](=[O:20])[CH:18]([Br:17])[CH2:22][CH2:23][Br:24])=[CH:4][CH:3]=1, predict the reactants needed to synthesize it. The reactants are: [Cl:1][C:2]1[CH:9]=[CH:8][C:5]([CH2:6][NH2:7])=[CH:4][CH:3]=1.CCN(CC)CC.[Br:17][CH:18]([CH2:22][CH2:23][Br:24])[C:19](Cl)=[O:20]. (5) Given the product [CH3:1][C:2]1[N:7]=[C:6]([C:8]2[CH:13]=[CH:12][CH:11]=[CH:10][C:9]=2[C:14]([F:15])([F:16])[F:17])[N:5]=[C:4]([NH:18][C:34]([C:30]2[N:31]([CH3:33])[N:32]=[C:28]([C:24]([CH3:26])([CH3:25])[CH3:27])[CH:29]=2)=[O:35])[C:3]=1[N+:19]([O-:21])=[O:20], predict the reactants needed to synthesize it. The reactants are: [CH3:1][C:2]1[N:7]=[C:6]([C:8]2[CH:13]=[CH:12][CH:11]=[CH:10][C:9]=2[C:14]([F:17])([F:16])[F:15])[N:5]=[C:4]([NH2:18])[C:3]=1[N+:19]([O-:21])=[O:20].[H-].[Na+].[C:24]([C:28]1[CH:29]=[C:30]([C:34](Cl)=[O:35])[N:31]([CH3:33])[N:32]=1)([CH3:27])([CH3:26])[CH3:25]. (6) Given the product [Cl:1][C:2]1[CH:31]=[C:30]([Cl:32])[CH:29]=[CH:28][C:3]=1[CH2:4][O:5][CH2:6][C@H:7]1[O:11][CH:10]([O:12][CH3:13])[C@H:9]([OH:34])[C@@H:8]1[O:18][CH2:19][C:20]1[CH:25]=[CH:24][C:23]([Cl:26])=[CH:22][C:21]=1[Cl:27], predict the reactants needed to synthesize it. The reactants are: [Cl:1][C:2]1[CH:31]=[C:30]([Cl:32])[CH:29]=[CH:28][C:3]=1[CH2:4][O:5][CH2:6][C@H:7]1[O:11][CH:10]([O:12][CH3:13])[C@H:9](CC([O-])=O)[C@H:8]1[O:18][CH2:19][C:20]1[CH:25]=[CH:24][C:23]([Cl:26])=[CH:22][C:21]=1[Cl:27].C[O-:34].[Na+]. (7) Given the product [Br:1][C:2]1[CH:3]=[CH:4][C:5]2[N:6]([C:8]([C:21]#[C:20][CH2:19][OH:22])=[CH:9][N:10]=2)[N:7]=1, predict the reactants needed to synthesize it. The reactants are: [Br:1][C:2]1[CH:3]=[CH:4][C:5]2[N:6]([C:8](I)=[CH:9][N:10]=2)[N:7]=1.C(N(CC)CC)C.[CH2:19]([OH:22])[C:20]#[CH:21].